From a dataset of Forward reaction prediction with 1.9M reactions from USPTO patents (1976-2016). Predict the product of the given reaction. Given the reactants [H-].[Na+].[Br:3][C:4]1[C:8]([Cl:9])=[C:7]([CH3:10])[NH:6][C:5]=1[C:11]([O:13][CH2:14][CH3:15])=[O:12].[CH3:16][Si:17]([CH:20](Cl)[C:21](=[O:23])C)([CH3:19])[CH3:18].[CH3:25]N(C=O)C, predict the reaction product. The product is: [Br:3][C:4]1[C:8]([Cl:9])=[C:7]([CH3:10])[N:6]([CH2:25][O:23][CH2:21][CH2:20][Si:17]([CH3:19])([CH3:18])[CH3:16])[C:5]=1[C:11]([O:13][CH2:14][CH3:15])=[O:12].